From a dataset of Peptide-MHC class II binding affinity with 134,281 pairs from IEDB. Regression. Given a peptide amino acid sequence and an MHC pseudo amino acid sequence, predict their binding affinity value. This is MHC class II binding data. (1) The peptide sequence is WGAIWRIDTP. The MHC is DRB1_1101 with pseudo-sequence DRB1_1101. The binding affinity (normalized) is 0.206. (2) The peptide sequence is ANILDGDNLFPKV. The MHC is DRB3_0101 with pseudo-sequence DRB3_0101. The binding affinity (normalized) is 0.407. (3) The peptide sequence is VRPIDDRFGLALSHL. The MHC is DRB1_1101 with pseudo-sequence DRB1_1101. The binding affinity (normalized) is 0.597.